This data is from Forward reaction prediction with 1.9M reactions from USPTO patents (1976-2016). The task is: Predict the product of the given reaction. (1) Given the reactants [C:1]([NH:9][C:10]1[C:18]2[C:13](=[CH:14][CH:15]=[C:16]([NH:19][C:20]3[C:23](=[O:24])[C:22](=[O:25])[C:21]=3OCC)[CH:17]=2)[N:12]([C:29]([O:31][C:32]([CH3:35])([CH3:34])[CH3:33])=[O:30])[N:11]=1)(=[O:8])[C:2]1[CH:7]=[CH:6][CH:5]=[CH:4][CH:3]=1.[CH3:36][O:37][C:38]1[CH:39]=[C:40]([C@H:44]([NH2:46])[CH3:45])[CH:41]=[CH:42][CH:43]=1.C(N(CC)CC)C, predict the reaction product. The product is: [C:1]([NH:9][C:10]1[C:18]2[C:13](=[CH:14][CH:15]=[C:16]([NH:19][C:20]3[C:23](=[O:24])[C:22](=[O:25])[C:21]=3[NH:46][C@@H:44]([C:40]3[CH:41]=[CH:42][CH:43]=[C:38]([O:37][CH3:36])[CH:39]=3)[CH3:45])[CH:17]=2)[N:12]([C:29]([O:31][C:32]([CH3:33])([CH3:34])[CH3:35])=[O:30])[N:11]=1)(=[O:8])[C:2]1[CH:7]=[CH:6][CH:5]=[CH:4][CH:3]=1. (2) Given the reactants Cl.Cl.[NH2:3][C:4]1[CH:5]=[C:6]([NH:10][C:11](=[O:27])[CH2:12][N:13]2[CH2:18][CH2:17][CH:16]([CH2:19][C:20]3[CH:25]=[CH:24][C:23]([F:26])=[CH:22][CH:21]=3)[CH2:15][CH2:14]2)[CH:7]=[CH:8][CH:9]=1.[CH:28](=O)[C:29]1[CH:34]=[CH:33][CH:32]=[CH:31][CH:30]=1, predict the reaction product. The product is: [CH2:28]([NH:3][C:4]1[CH:5]=[C:6]([NH:10][C:11](=[O:27])[CH2:12][N:13]2[CH2:14][CH2:15][CH:16]([CH2:19][C:20]3[CH:21]=[CH:22][C:23]([F:26])=[CH:24][CH:25]=3)[CH2:17][CH2:18]2)[CH:7]=[CH:8][CH:9]=1)[C:29]1[CH:34]=[CH:33][CH:32]=[CH:31][CH:30]=1.